From a dataset of NCI-60 drug combinations with 297,098 pairs across 59 cell lines. Regression. Given two drug SMILES strings and cell line genomic features, predict the synergy score measuring deviation from expected non-interaction effect. (1) Drug 1: CC1C(C(=O)NC(C(=O)N2CCCC2C(=O)N(CC(=O)N(C(C(=O)O1)C(C)C)C)C)C(C)C)NC(=O)C3=C4C(=C(C=C3)C)OC5=C(C(=O)C(=C(C5=N4)C(=O)NC6C(OC(=O)C(N(C(=O)CN(C(=O)C7CCCN7C(=O)C(NC6=O)C(C)C)C)C)C(C)C)C)N)C. Drug 2: C1CCC(C(C1)N)N.C(=O)(C(=O)[O-])[O-].[Pt+4]. Cell line: ACHN. Synergy scores: CSS=28.6, Synergy_ZIP=5.17, Synergy_Bliss=6.75, Synergy_Loewe=6.87, Synergy_HSA=7.85. (2) Drug 1: C1=NC2=C(N1)C(=S)N=C(N2)N. Drug 2: C1C(C(OC1N2C=C(C(=O)NC2=O)F)CO)O. Cell line: HCT116. Synergy scores: CSS=56.7, Synergy_ZIP=-5.55, Synergy_Bliss=-5.45, Synergy_Loewe=0.209, Synergy_HSA=2.82. (3) Drug 1: CC1CCC2CC(C(=CC=CC=CC(CC(C(=O)C(C(C(=CC(C(=O)CC(OC(=O)C3CCCCN3C(=O)C(=O)C1(O2)O)C(C)CC4CCC(C(C4)OC)O)C)C)O)OC)C)C)C)OC. Drug 2: C1CN1C2=NC(=NC(=N2)N3CC3)N4CC4. Cell line: MALME-3M. Synergy scores: CSS=21.2, Synergy_ZIP=-6.86, Synergy_Bliss=-1.22, Synergy_Loewe=-1.25, Synergy_HSA=-0.889. (4) Drug 1: C1=CC(=CC=C1CC(C(=O)O)N)N(CCCl)CCCl.Cl. Drug 2: C1C(C(OC1N2C=NC(=NC2=O)N)CO)O. Cell line: A498. Synergy scores: CSS=2.04, Synergy_ZIP=-0.293, Synergy_Bliss=-0.726, Synergy_Loewe=-4.01, Synergy_HSA=-4.33. (5) Drug 1: C1=NC2=C(N1)C(=S)N=CN2. Cell line: T-47D. Drug 2: CC12CCC3C(C1CCC2OP(=O)(O)O)CCC4=C3C=CC(=C4)OC(=O)N(CCCl)CCCl.[Na+]. Synergy scores: CSS=0.681, Synergy_ZIP=0.241, Synergy_Bliss=3.14, Synergy_Loewe=-4.24, Synergy_HSA=-1.67.